This data is from Catalyst prediction with 721,799 reactions and 888 catalyst types from USPTO. The task is: Predict which catalyst facilitates the given reaction. (1) Reactant: C([NH:9][C:10]1[O:11][C@@H:12]2[C@H:14]([C@@:15]([C:20]3[CH:21]=[C:22]([CH:31]=[CH:32][C:33]=3[F:34])[C:23]([NH:25][C@@H:26]([CH3:30])[CH2:27][O:28][CH3:29])=[O:24])([CH:17]([F:19])[F:18])[N:16]=1)[CH2:13]2)(=O)C1C=CC=CC=1.N12CCCN=C1CCCCC2. Product: [NH2:9][C:10]1[O:11][C@@H:12]2[C@H:14]([C@@:15]([C:20]3[CH:21]=[C:22]([CH:31]=[CH:32][C:33]=3[F:34])[C:23]([NH:25][C@@H:26]([CH3:30])[CH2:27][O:28][CH3:29])=[O:24])([CH:17]([F:19])[F:18])[N:16]=1)[CH2:13]2. The catalyst class is: 5. (2) The catalyst class is: 1. Reactant: [H-].[Al+3].[Li+].[H-].[H-].[H-].[OH:7][CH2:8][C:9]1[CH:16]=[CH:15][C:12]([C:13]#[N:14])=[CH:11][CH:10]=1. Product: [NH2:14][CH2:13][C:12]1[CH:15]=[CH:16][C:9]([CH2:8][OH:7])=[CH:10][CH:11]=1. (3) Reactant: [CH2:1]([N:8]([C@H:33]([C:35]1[CH:40]=[CH:39][CH:38]=[CH:37][CH:36]=1)[CH3:34])[C@@H:9]([C:18]1[CH:23]=[CH:22][CH:21]=[C:20]([CH2:24][O:25][Si:26]([C:29]([CH3:32])([CH3:31])[CH3:30])([CH3:28])[CH3:27])[CH:19]=1)[CH2:10][C:11](OC(C)(C)C)=[O:12])[C:2]1[CH:7]=[CH:6][CH:5]=[CH:4][CH:3]=1.[H-].[H-].[H-].[H-].[Li+].[Al+3].O.[OH-].[Na+]. Product: [CH2:1]([N:8]([C@H:33]([C:35]1[CH:36]=[CH:37][CH:38]=[CH:39][CH:40]=1)[CH3:34])[C@@H:9]([C:18]1[CH:23]=[CH:22][CH:21]=[C:20]([CH2:24][O:25][Si:26]([C:29]([CH3:31])([CH3:32])[CH3:30])([CH3:28])[CH3:27])[CH:19]=1)[CH2:10][CH2:11][OH:12])[C:2]1[CH:7]=[CH:6][CH:5]=[CH:4][CH:3]=1. The catalyst class is: 165. (4) Reactant: [OH-].[NH4+:2].[OH:3][N:4]1[C:8]2[CH:9]=[CH:10][CH:11]=[CH:12][C:7]=2[N:6]=[N:5]1. Product: [N:4]1([O-:3])[C:8]2[CH:9]=[CH:10][CH:11]=[CH:12][C:7]=2[N:6]=[N:5]1.[NH4+:2]. The catalyst class is: 7. (5) Reactant: C(OC([N:8]1[CH2:13][CH2:12][N:11]([CH2:14][C:15]2[CH:23]=[CH:22][CH:21]=[C:20]3[C:16]=2[CH:17]=[CH:18][N:19]3[S:24]([C:27]2[CH:32]=[CH:31][CH:30]=[CH:29][CH:28]=2)(=[O:26])=[O:25])[CH2:10][CH:9]1[C:33](O)=[O:34])=O)(C)(C)C.[C:36]([OH:42])([C:38]([F:41])([F:40])[F:39])=[O:37].O. Product: [F:39][C:38]([F:41])([F:40])[C:36]([OH:42])=[O:37].[F:39][C:38]([F:41])([F:40])[C:36]([OH:42])=[O:37].[C:27]1([S:24]([N:19]2[C:20]3[C:16](=[C:15]([CH2:14][N:11]4[CH2:12][CH2:13][NH:8][CH:9]([CH2:33][OH:34])[CH2:10]4)[CH:23]=[CH:22][CH:21]=3)[CH:17]=[CH:18]2)(=[O:26])=[O:25])[CH:28]=[CH:29][CH:30]=[CH:31][CH:32]=1. The catalyst class is: 1. (6) Reactant: C1C=CC(P(C2C=CC=CC=2)C2C=CC=CC=2)=CC=1.[CH3:32][CH:31]([O:30][C:28](/N=N/[C:28]([O:30][CH:31]([CH3:33])[CH3:32])=[O:29])=[O:29])[CH3:33].FC(F)(F)C(NCCS[C@H]1C[CH2:58][C@@:57]2([CH3:60])[CH:44](/[C:45](=N/O)/[CH2:46][C@@H:47]3[C@@H:56]2[CH2:55][CH2:54][C@@:52]2([CH3:53])[C@H:48]3[CH2:49][CH2:50][C:51]2=[O:61])C1)=O.C(O)=[O:67]. Product: [CH:28]([O:30][C@@H:31]1[CH2:32][CH2:60][C@@:57]2([CH3:58])[CH:44]([C@@H:45]([OH:67])[CH2:46][C@@H:47]3[C@@H:56]2[CH2:55][CH2:54][C@@:52]2([CH3:53])[C@H:48]3[CH2:49][CH2:50][C@@H:51]2[OH:61])[CH2:33]1)=[O:29]. The catalyst class is: 1. (7) Reactant: [C:1]([C:4]1([C:7]([OH:9])=O)[CH2:6][CH2:5]1)(=[O:3])[NH2:2].[NH2:10][C:11]([CH:38]1[CH2:40][CH2:39]1)([CH:35]1[CH2:37][CH2:36]1)[C:12]1[S:13][C:14]([C:17]2[CH:18]=[C:19]([NH:24][C:25]3[N:30]=[C:29]([C:31]([F:34])([F:33])[F:32])[CH:28]=[CH:27][N:26]=3)[CH:20]=[C:21]([CH3:23])[CH:22]=2)=[CH:15][N:16]=1.F[P-](F)(F)(F)(F)F.N1(O[P+](N(C)C)(N(C)C)N(C)C)C2C=CC=CC=2N=N1.CCN(C(C)C)C(C)C. Product: [CH:38]1([C:11]([CH:35]2[CH2:36][CH2:37]2)([C:12]2[S:13][C:14]([C:17]3[CH:18]=[C:19]([NH:24][C:25]4[N:30]=[C:29]([C:31]([F:32])([F:33])[F:34])[CH:28]=[CH:27][N:26]=4)[CH:20]=[C:21]([CH3:23])[CH:22]=3)=[CH:15][N:16]=2)[NH:10][C:7]([C:4]2([C:1]([NH2:2])=[O:3])[CH2:6][CH2:5]2)=[O:9])[CH2:39][CH2:40]1. The catalyst class is: 399. (8) Reactant: [CH3:1][N:2]1[CH2:7][CH2:6][N:5]([CH2:8][C:9]2[CH:14]=[CH:13][C:12]([NH2:15])=[CH:11][CH:10]=2)[CH2:4][CH2:3]1.Cl[C:17]1([C:29]2[C:30]([O:35][CH2:36][CH3:37])=[N:31][CH:32]=[CH:33][CH:34]=2)[C:25]2[C:20](=[CH:21][CH:22]=[C:23]([C:26]#[N:27])[CH:24]=2)[NH:19][C:18]1=[O:28].CCN(C(C)C)C(C)C.C([O-])(O)=O.[Na+]. Product: [CH2:36]([O:35][C:30]1[C:29]([C:17]2([NH:15][C:12]3[CH:13]=[CH:14][C:9]([CH2:8][N:5]4[CH2:6][CH2:7][N:2]([CH3:1])[CH2:3][CH2:4]4)=[CH:10][CH:11]=3)[C:25]3[C:20](=[CH:21][CH:22]=[C:23]([C:26]#[N:27])[CH:24]=3)[NH:19][C:18]2=[O:28])=[CH:34][CH:33]=[CH:32][N:31]=1)[CH3:37]. The catalyst class is: 4. (9) Reactant: C1([N:4]2[C:13]3[C:8](=[CH:9][CH:10]=[CH:11][CH:12]=3)[N:7]([CH2:14][CH2:15][NH2:16])[CH2:6][CH2:5]2)CC1.C=O.F[C:20](F)(F)[C:21](O)=O.[OH-].[Na+].[CH2:28](O)[CH3:29]. Product: [CH:21]1([CH:20]2[C:9]3[C:8]4[N:7]([CH2:6][CH2:5][NH:4][C:13]=4[CH:12]=[CH:11][CH:10]=3)[CH2:14][CH2:15][NH:16]2)[CH2:29][CH2:28]1. The catalyst class is: 6.